Dataset: Cav3 T-type calcium channel HTS with 100,875 compounds. Task: Binary Classification. Given a drug SMILES string, predict its activity (active/inactive) in a high-throughput screening assay against a specified biological target. The compound is S(C(C(=O)NCCC=1CCCCC1)C)c1n(c(=O)c2c(n1)cccc2)CC=C. The result is 1 (active).